Dataset: Peptide-MHC class II binding affinity with 134,281 pairs from IEDB. Task: Regression. Given a peptide amino acid sequence and an MHC pseudo amino acid sequence, predict their binding affinity value. This is MHC class II binding data. (1) The peptide sequence is AFKVAFTAANAAPAN. The MHC is DRB1_1001 with pseudo-sequence DRB1_1001. The binding affinity (normalized) is 0.858. (2) The peptide sequence is DAFIAALTEALRVIA. The MHC is HLA-DQA10501-DQB10201 with pseudo-sequence HLA-DQA10501-DQB10201. The binding affinity (normalized) is 0.577.